Dataset: Catalyst prediction with 721,799 reactions and 888 catalyst types from USPTO. Task: Predict which catalyst facilitates the given reaction. (1) Reactant: [NH2:1][C:2]1[C:3]([CH3:13])=[C:4]([CH:9]=[C:10]([Br:12])[CH:11]=1)[C:5]([O:7][CH3:8])=[O:6].[C:14]([OH:17])(=O)[CH3:15].C(O[BH-](O[C:28](=O)[CH3:29])OC(=O)C)(=O)C.[Na+].[C:32](=O)(O)[O-].[Na+]. Product: [Br:12][C:10]1[CH:11]=[C:2]([NH:1][CH:32]2[CH2:15][CH2:14][O:17][CH2:29][CH2:28]2)[C:3]([CH3:13])=[C:4]([CH:9]=1)[C:5]([O:7][CH3:8])=[O:6]. The catalyst class is: 68. (2) Reactant: C1C=CC(P(C2C(C3C(P(C4C=CC=CC=4)C4C=CC=CC=4)=CC=C4C=3C=CC=C4)=C3C(C=CC=C3)=CC=2)C2C=CC=CC=2)=CC=1.Br[C:48]1[CH:53]=[C:52]([N+:54]([O-:56])=[O:55])[CH:51]=[CH:50][C:49]=1[O:57][C:58]([F:61])([F:60])[F:59].[C:62]([O:66][C:67]([N:69]1[CH2:74][CH2:73][NH:72][CH2:71][CH2:70]1)=[O:68])([CH3:65])([CH3:64])[CH3:63].CC(C)([O-])C.[Na+]. Product: [C:62]([O:66][C:67]([N:69]1[CH2:74][CH2:73][N:72]([C:48]2[CH:53]=[C:52]([N+:54]([O-:56])=[O:55])[CH:51]=[CH:50][C:49]=2[O:57][C:58]([F:61])([F:60])[F:59])[CH2:71][CH2:70]1)=[O:68])([CH3:65])([CH3:63])[CH3:64]. The catalyst class is: 164. (3) Reactant: [H-].[Na+].[C:3]([O:7][C:8]([C:10]1[CH:15]=[CH:14][C:13]([C:16]2[C:17]([C:30]3[CH:35]=[CH:34][CH:33]=[CH:32][CH:31]=3)=[N:18][C:19]3[C:24]([N:25]=2)=[CH:23][C:22]([C:26]([O:28]C)=[O:27])=[CH:21][CH:20]=3)=[CH:12][CH:11]=1)=[O:9])([CH3:6])([CH3:5])[CH3:4].CI. Product: [C:3]([O:7][C:8]([C:10]1[CH:11]=[CH:12][C:13]([C:16]2[C:17]([C:30]3[CH:35]=[CH:34][CH:33]=[CH:32][CH:31]=3)=[N:18][C:19]3[C:24]([N:25]=2)=[CH:23][C:22]([C:26]([OH:28])=[O:27])=[CH:21][CH:20]=3)=[CH:14][CH:15]=1)=[O:9])([CH3:6])([CH3:4])[CH3:5]. The catalyst class is: 1. (4) Reactant: I[C:2]1[N:3]=[CH:4][N:5]([C:7]([C:20]2[CH:25]=[CH:24][CH:23]=[CH:22][CH:21]=2)([C:14]2[CH:19]=[CH:18][CH:17]=[CH:16][CH:15]=2)[C:8]2[CH:13]=[CH:12][CH:11]=[CH:10][CH:9]=2)[CH:6]=1.C([Mg]Br)C.[Cl:30][C:31]1[CH:46]=[CH:45][C:34]([C:35]([C:37]2[N:41]([CH3:42])[CH:40]=[C:39]([CH:43]=[O:44])[CH:38]=2)=[O:36])=[CH:33][CH:32]=1.O. Product: [Cl:30][C:31]1[CH:46]=[CH:45][C:34]([C:35]([C:37]2[N:41]([CH3:42])[CH:40]=[C:39]([CH:43]([OH:44])[C:2]3[N:3]=[CH:4][N:5]([C:7]([C:8]4[CH:13]=[CH:12][CH:11]=[CH:10][CH:9]=4)([C:20]4[CH:21]=[CH:22][CH:23]=[CH:24][CH:25]=4)[C:14]4[CH:15]=[CH:16][CH:17]=[CH:18][CH:19]=4)[CH:6]=3)[CH:38]=2)=[O:36])=[CH:33][CH:32]=1. The catalyst class is: 158. (5) Reactant: C(O)(C(F)(F)F)=O.[Cl:8][C:9]1[CH:14]=[C:13]([C:15]2[CH:20]=[N:19][CH:18]=[C:17]([CH3:21])[N:16]=2)[CH:12]=[CH:11][C:10]=1[C:22]1[C:34](=[O:35])[N:33]([CH2:36][CH:37]2[CH2:42][CH2:41][N:40](C(OC(C)(C)C)=O)[CH2:39][CH2:38]2)[C:25]2[N:26]=[C:27]([NH:30][CH2:31][CH3:32])[N:28]=[CH:29][C:24]=2[CH:23]=1. Product: [Cl:8][C:9]1[CH:14]=[C:13]([C:15]2[CH:20]=[N:19][CH:18]=[C:17]([CH3:21])[N:16]=2)[CH:12]=[CH:11][C:10]=1[C:22]1[C:34](=[O:35])[N:33]([CH2:36][CH:37]2[CH2:38][CH2:39][NH:40][CH2:41][CH2:42]2)[C:25]2[N:26]=[C:27]([NH:30][CH2:31][CH3:32])[N:28]=[CH:29][C:24]=2[CH:23]=1. The catalyst class is: 2.